Task: Regression. Given two drug SMILES strings and cell line genomic features, predict the synergy score measuring deviation from expected non-interaction effect.. Dataset: NCI-60 drug combinations with 297,098 pairs across 59 cell lines (1) Drug 2: C1CN(CCN1C(=O)CCBr)C(=O)CCBr. Synergy scores: CSS=11.6, Synergy_ZIP=-4.08, Synergy_Bliss=-0.483, Synergy_Loewe=-8.43, Synergy_HSA=-2.93. Drug 1: C1=NC2=C(N=C(N=C2N1C3C(C(C(O3)CO)O)O)F)N. Cell line: SW-620. (2) Drug 1: CCC1=CC2CC(C3=C(CN(C2)C1)C4=CC=CC=C4N3)(C5=C(C=C6C(=C5)C78CCN9C7C(C=CC9)(C(C(C8N6C)(C(=O)OC)O)OC(=O)C)CC)OC)C(=O)OC.C(C(C(=O)O)O)(C(=O)O)O. Drug 2: C1CNP(=O)(OC1)N(CCCl)CCCl. Cell line: IGROV1. Synergy scores: CSS=40.8, Synergy_ZIP=4.75, Synergy_Bliss=5.56, Synergy_Loewe=-65.5, Synergy_HSA=3.57. (3) Drug 1: C1=NC2=C(N1)C(=S)N=CN2. Drug 2: CC12CCC3C(C1CCC2OP(=O)(O)O)CCC4=C3C=CC(=C4)OC(=O)N(CCCl)CCCl.[Na+]. Cell line: HOP-62. Synergy scores: CSS=16.7, Synergy_ZIP=-11.7, Synergy_Bliss=-10.2, Synergy_Loewe=-22.4, Synergy_HSA=-8.84. (4) Drug 1: C1CNP(=O)(OC1)N(CCCl)CCCl. Drug 2: C1C(C(OC1N2C=NC3=C2NC=NCC3O)CO)O. Cell line: M14. Synergy scores: CSS=-4.57, Synergy_ZIP=3.39, Synergy_Bliss=-1.45, Synergy_Loewe=-8.49, Synergy_HSA=-11.9. (5) Drug 1: C1C(C(OC1N2C=NC3=C(N=C(N=C32)Cl)N)CO)O. Drug 2: CC1=C(C=C(C=C1)C(=O)NC2=CC(=CC(=C2)C(F)(F)F)N3C=C(N=C3)C)NC4=NC=CC(=N4)C5=CN=CC=C5. Cell line: UACC62. Synergy scores: CSS=3.28, Synergy_ZIP=-0.423, Synergy_Bliss=2.27, Synergy_Loewe=0.340, Synergy_HSA=1.09.